Task: Binary Classification. Given a drug SMILES string, predict its activity (active/inactive) in a high-throughput screening assay against a specified biological target.. Dataset: Choline transporter screen with 302,306 compounds (1) The drug is O=C(NCCC=1CCCCC1)Nc1cc(OC)ccc1. The result is 0 (inactive). (2) The drug is Brc1c2=C(NN3C(=O)c4c(C3=O)cccc4)C(=O)N=c2ccc1C. The result is 0 (inactive).